From a dataset of Forward reaction prediction with 1.9M reactions from USPTO patents (1976-2016). Predict the product of the given reaction. (1) Given the reactants [CH2:1]([O:5][C:6]1[CH:11]=[CH:10][CH:9]=[CH:8][C:7]=1[CH2:12][CH:13]=[O:14])[CH:2]([CH3:4])[CH3:3].P([O-])(O)(O)=O.[Na+].OO.Cl([O-])=O.[Na+].[C:27](=O)([O-])[O-:28].[K+].[K+].IC, predict the reaction product. The product is: [CH2:1]([O:5][C:6]1[CH:11]=[CH:10][CH:9]=[CH:8][C:7]=1[CH2:12][C:13]([O:28][CH3:27])=[O:14])[CH:2]([CH3:4])[CH3:3]. (2) Given the reactants [NH+:1]1[CH:5]=[CH:4][NH:3][CH:2]=1.[NH+:6]1[NH:7][N:8]=[CH:9][CH:10]=1.[NH+]1C=CC=CC=1.CN(C)C1C=C[NH+]=CC=1, predict the reaction product. The product is: [NH:3]1[CH2:4][CH2:5][N:1]=[CH:2]1.[NH:1]1[CH:5]=[CH:4][N:3]=[CH:2]1.[NH:6]1[CH:10]=[CH:9][N:8]=[N:7]1. (3) Given the reactants [C:1]1([S:7]([CH:10]([NH:33][CH2:34][C:35]2[CH:40]=[CH:39][C:38]([C:41]3[CH:46]=[CH:45][CH:44]=[C:43]([O:47][CH2:48][CH3:49])[CH:42]=3)=[CH:37][CH:36]=2)[C:11]2[N:16]=[C:15]([N:17]([CH2:25][C:26]([O:28]C(C)(C)C)=[O:27])C(OC(C)(C)C)=O)[CH:14]=[CH:13][CH:12]=2)(=[O:9])=[O:8])[CH:6]=[CH:5][CH:4]=[CH:3][CH:2]=1.FC(F)(F)C(O)=O, predict the reaction product. The product is: [C:1]1([S:7]([CH:10]([NH:33][CH2:34][C:35]2[CH:36]=[CH:37][C:38]([C:41]3[CH:46]=[CH:45][CH:44]=[C:43]([O:47][CH2:48][CH3:49])[CH:42]=3)=[CH:39][CH:40]=2)[C:11]2[N:16]=[C:15]([NH:17][CH2:25][C:26]([OH:28])=[O:27])[CH:14]=[CH:13][CH:12]=2)(=[O:9])=[O:8])[CH:6]=[CH:5][CH:4]=[CH:3][CH:2]=1. (4) Given the reactants [CH3:1][C@@H:2]1[O:7][C@H:6]([CH3:8])[CH2:5][N:4]([C:9]2[CH:16]=[C:15]([F:17])[C:14]([C:18]#[C:19][Si](C)(C)C)=[CH:13][C:10]=2[CH:11]=[O:12])[CH2:3]1.Br[C:25]1[S:26][CH:27]=[CH:28][CH:29]=1, predict the reaction product. The product is: [CH3:1][C@H:2]1[O:7][C@@H:6]([CH3:8])[CH2:5][N:4]([C:9]2[CH:16]=[C:15]([F:17])[C:14]([C:18]#[C:19][C:25]3[S:26][CH:27]=[CH:28][CH:29]=3)=[CH:13][C:10]=2[CH:11]=[O:12])[CH2:3]1. (5) Given the reactants [C:1]([OH:9])(=[O:8])[C@H:2]([CH2:4][C:5]([OH:7])=[O:6])[OH:3].[F:10][C:11]1[CH:16]=[CH:15][C:14]([NH:17][C:18]([C:20]2([C:23]([NH:25][C:26]3[CH:31]=[CH:30][C:29]([O:32][C:33]4[C:42]5[C:37](=[CH:38][C:39]([O:45][CH3:46])=[C:40]([O:43][CH3:44])[CH:41]=5)[N:36]=[CH:35][CH:34]=4)=[CH:28][CH:27]=3)=[O:24])[CH2:22][CH2:21]2)=[O:19])=[CH:13][CH:12]=1, predict the reaction product. The product is: [C:1]([OH:9])(=[O:8])[C@H:2]([CH2:4][C:5]([OH:7])=[O:6])[OH:3].[F:10][C:11]1[CH:12]=[CH:13][C:14]([NH:17][C:18]([C:20]2([C:23]([NH:25][C:26]3[CH:27]=[CH:28][C:29]([O:32][C:33]4[C:42]5[C:37](=[CH:38][C:39]([O:45][CH3:46])=[C:40]([O:43][CH3:44])[CH:41]=5)[N:36]=[CH:35][CH:34]=4)=[CH:30][CH:31]=3)=[O:24])[CH2:21][CH2:22]2)=[O:19])=[CH:15][CH:16]=1. (6) Given the reactants [NH2:1][C:2]([CH2:8][O:9][CH3:10])([CH2:5][O:6][CH3:7])[CH2:3][OH:4].[Cl:11][C:12]1[S:16][C:15]([C:17](Cl)=[O:18])=[CH:14][CH:13]=1, predict the reaction product. The product is: [OH:4][CH2:3][C:2]([NH:1][C:17]([C:15]1[S:16][C:12]([Cl:11])=[CH:13][CH:14]=1)=[O:18])([CH2:8][O:9][CH3:10])[CH2:5][O:6][CH3:7].